This data is from Full USPTO retrosynthesis dataset with 1.9M reactions from patents (1976-2016). The task is: Predict the reactants needed to synthesize the given product. (1) Given the product [CH3:2][C:3]1[CH:4]=[C:5]([C:10]2[CH:15]=[CH:14][CH:13]=[C:12]([C:16]3[NH:17][C:18]4[CH:28]=[CH:27][C:26]5[C:21](=[C:22]([OH:33])[CH:23]=[C:24]([S:29]([Cl:1])(=[O:31])=[O:30])[CH:25]=5)[C:19]=4[N:20]=3)[CH:11]=2)[CH:6]=[CH:7][C:8]=1[CH3:9], predict the reactants needed to synthesize it. The reactants are: [ClH:1].[CH3:2][C:3]1[CH:4]=[C:5]([C:10]2[CH:15]=[CH:14][CH:13]=[C:12]([C:16]3[NH:17][C:18]4[CH:28]=[CH:27][C:26]5[C:21](=[C:22]([OH:33])[CH:23]=[C:24]([S:29](O)(=[O:31])=[O:30])[CH:25]=5)[C:19]=4[N:20]=3)[CH:11]=2)[CH:6]=[CH:7][C:8]=1[CH3:9].CN(C)C=O. (2) Given the product [Cl:37][C:23]1[C:24]([NH:26][C:27]2[CH:36]=[CH:35][CH:34]=[CH:33][C:28]=2[C:29]([NH:31][CH3:32])=[O:30])=[N:25][C:20]([NH:17][C:12]2[C:13]([O:15][CH3:16])=[CH:14][C:7]3[CH2:6][CH2:5][N:4]([CH2:3][CH:2]([F:1])[F:18])[CH2:10][CH2:9][C:8]=3[CH:11]=2)=[N:21][CH:22]=1, predict the reactants needed to synthesize it. The reactants are: [F:1][CH:2]([F:18])[CH2:3][N:4]1[CH2:10][CH2:9][C:8]2[CH:11]=[C:12]([NH2:17])[C:13]([O:15][CH3:16])=[CH:14][C:7]=2[CH2:6][CH2:5]1.Cl[C:20]1[N:25]=[C:24]([NH:26][C:27]2[CH:36]=[CH:35][CH:34]=[CH:33][C:28]=2[C:29]([NH:31][CH3:32])=[O:30])[C:23]([Cl:37])=[CH:22][N:21]=1. (3) Given the product [F:1][C:2]1[CH:7]=[CH:6][C:5]([F:8])=[CH:4][C:3]=1[C@H:9]1[CH2:13][CH2:12][CH2:11][N:10]1[C:14]1[CH:19]=[CH:18][N:17]2[N:20]=[CH:21][C:22]([CH:23]=[O:24])=[C:16]2[N:15]=1, predict the reactants needed to synthesize it. The reactants are: [F:1][C:2]1[CH:7]=[CH:6][C:5]([F:8])=[CH:4][C:3]=1[C@H:9]1[CH2:13][CH2:12][CH2:11][N:10]1[C:14]1[CH:19]=[CH:18][N:17]2[N:20]=[CH:21][C:22]([C:23](O)=[O:24])=[C:16]2[N:15]=1.FC1C=CC(F)=CC=1[C@H]1CCCN1.[F-].[K+]. (4) Given the product [Br:3][C:4]1[CH:17]=[CH:16][C:7]([CH2:8][O:9][CH2:10][C:11]([F:14])([F:15])[CH2:12][O:13][CH:19]([CH3:21])[CH3:20])=[CH:6][CH:5]=1, predict the reactants needed to synthesize it. The reactants are: [OH-].[K+].[Br:3][C:4]1[CH:17]=[CH:16][C:7]([CH2:8][O:9][CH2:10][C:11]([F:15])([F:14])[CH2:12][OH:13])=[CH:6][CH:5]=1.I[CH:19]([CH3:21])[CH3:20].